Dataset: Forward reaction prediction with 1.9M reactions from USPTO patents (1976-2016). Task: Predict the product of the given reaction. (1) Given the reactants [NH4+:1].[Cl-:2].C[Al](C)C.[Br:7][C:8]1[CH:13]=[CH:12][C:11]([O:14][CH3:15])=[CH:10][C:9]=1[CH2:16][C:17]#[N:18], predict the reaction product. The product is: [ClH:2].[Br:7][C:8]1[CH:13]=[CH:12][C:11]([O:14][CH3:15])=[CH:10][C:9]=1[CH2:16][C:17]([NH2:1])=[NH:18]. (2) Given the reactants COC(C1C=C(O)C2C(=C(N)C=CC=2)N=1)=O.C[O:18][C:19]([C:21]1[CH:30]=[C:29]([OH:31])[C:28]2[C:23](=[C:24]([O:38]CC3C=CC=CC=3)[CH:25]=[C:26]([C:32]3[CH:33]=[N:34][CH:35]=[CH:36][CH:37]=3)[CH:27]=2)[N:22]=1)=[O:20], predict the reaction product. The product is: [OH:31][C:29]1[C:28]2[C:23](=[C:24]([OH:38])[CH:25]=[C:26]([C:32]3[CH:33]=[N:34][CH:35]=[CH:36][CH:37]=3)[CH:27]=2)[N:22]=[C:21]([C:19]([OH:20])=[O:18])[CH:30]=1. (3) Given the reactants [F:1][C:2]1[C:10]([N+:11]([O-:13])=[O:12])=[CH:9][CH:8]=[C:7]([F:14])[C:3]=1[C:4]([OH:6])=O.C(Cl)(=O)C(Cl)=O.[NH2:21][C:22]1[CH:23]=[CH:24][C:25]([NH:28][C:29](=[O:31])[CH3:30])=[N:26][CH:27]=1.C(N(CC)CC)C, predict the reaction product. The product is: [C:29]([NH:28][C:25]1[N:26]=[CH:27][C:22]([NH:21][C:4](=[O:6])[C:3]2[C:7]([F:14])=[CH:8][CH:9]=[C:10]([N+:11]([O-:13])=[O:12])[C:2]=2[F:1])=[CH:23][CH:24]=1)(=[O:31])[CH3:30].